The task is: Regression. Given two drug SMILES strings and cell line genomic features, predict the synergy score measuring deviation from expected non-interaction effect.. This data is from NCI-60 drug combinations with 297,098 pairs across 59 cell lines. Drug 1: C1=NC2=C(N=C(N=C2N1C3C(C(C(O3)CO)O)F)Cl)N. Drug 2: CC1=C2C(C(=O)C3(C(CC4C(C3C(C(C2(C)C)(CC1OC(=O)C(C(C5=CC=CC=C5)NC(=O)C6=CC=CC=C6)O)O)OC(=O)C7=CC=CC=C7)(CO4)OC(=O)C)O)C)OC(=O)C. Cell line: SK-MEL-5. Synergy scores: CSS=19.3, Synergy_ZIP=-5.58, Synergy_Bliss=-6.28, Synergy_Loewe=-4.21, Synergy_HSA=-3.70.